Dataset: NCI-60 drug combinations with 297,098 pairs across 59 cell lines. Task: Regression. Given two drug SMILES strings and cell line genomic features, predict the synergy score measuring deviation from expected non-interaction effect. (1) Drug 1: C1=C(C(=O)NC(=O)N1)N(CCCl)CCCl. Drug 2: CN(CCCl)CCCl.Cl. Cell line: HCT116. Synergy scores: CSS=40.6, Synergy_ZIP=-3.20, Synergy_Bliss=1.66, Synergy_Loewe=1.65, Synergy_HSA=2.57. (2) Drug 1: C1CN1C2=NC(=NC(=N2)N3CC3)N4CC4. Drug 2: C(=O)(N)NO. Cell line: NCI-H322M. Synergy scores: CSS=-5.43, Synergy_ZIP=2.90, Synergy_Bliss=2.75, Synergy_Loewe=-1.59, Synergy_HSA=-1.64.